This data is from Reaction yield outcomes from USPTO patents with 853,638 reactions. The task is: Predict the reaction yield, written as a fraction of the theoretical maximum amount of product (1.0 means a 100% yield; for example, 0.34 means a 34% yield). (1) The reactants are [O:1]=[C:2]([CH2:6][CH2:7][C:8]1[CH:13]=[CH:12][CH:11]=[CH:10][CH:9]=1)[C:3]([OH:5])=[O:4].C(N(CC)CC)C.C(O)=O. The catalyst is CC1C=CC(S(N[C@@H]([C@H](N)C2C=CC=CC=2)C2C=CC=CC=2)(=O)=O)=CC=1.C(N(CC)CC)C.CO. The product is [OH:1][C@H:2]([CH2:6][CH2:7][C:8]1[CH:13]=[CH:12][CH:11]=[CH:10][CH:9]=1)[C:3]([OH:5])=[O:4]. The yield is 0.990. (2) The reactants are Cl[C:2]1[C:11]2[C:6](=[CH:7][C:8]([C:12]3[CH:13]=[C:14]([CH:19]=[CH:20][C:21]=3[CH3:22])[C:15]([O:17][CH3:18])=[O:16])=[CH:9][CH:10]=2)[CH:5]=[N:4][N:3]=1.CC1(C)CC(C)OB([C:31](=[CH2:36])[C:32]([F:35])([F:34])[F:33])O1.C(O)C.C(=O)([O-])[O-].[K+].[K+]. The catalyst is C(Cl)Cl.C1C=CC([P]([Pd]([P](C2C=CC=CC=2)(C2C=CC=CC=2)C2C=CC=CC=2)([P](C2C=CC=CC=2)(C2C=CC=CC=2)C2C=CC=CC=2)[P](C2C=CC=CC=2)(C2C=CC=CC=2)C2C=CC=CC=2)(C2C=CC=CC=2)C2C=CC=CC=2)=CC=1.COCCOC. The product is [CH3:22][C:21]1[CH:20]=[CH:19][C:14]([C:15]([O:17][CH3:18])=[O:16])=[CH:13][C:12]=1[C:8]1[CH:7]=[C:6]2[C:11](=[CH:10][CH:9]=1)[C:2]([C:31](=[CH2:36])[C:32]([F:35])([F:34])[F:33])=[N:3][N:4]=[CH:5]2. The yield is 0.310. (3) The reactants are Br[C:2]1[CH:3]=[CH:4][C:5]2[N:6]([C:8]([C:11]#[N:12])=[CH:9][N:10]=2)[CH:7]=1.[CH3:13][O:14][C:15]1[C:20]([NH:21][S:22]([CH3:25])(=[O:24])=[O:23])=[CH:19][C:18](B2OC(C)(C)C(C)(C)O2)=[CH:17][N:16]=1.C([O-])([O-])=O.[Na+].[Na+]. The catalyst is O1CCOCC1.O.C1C=CC(P(C2C=CC=CC=2)[C-]2C=CC=C2)=CC=1.C1C=CC(P(C2C=CC=CC=2)[C-]2C=CC=C2)=CC=1.Cl[Pd]Cl.[Fe+2]. The product is [C:11]([C:8]1[N:6]2[CH:7]=[C:2]([C:18]3[CH:19]=[C:20]([NH:21][S:22]([CH3:25])(=[O:23])=[O:24])[C:15]([O:14][CH3:13])=[N:16][CH:17]=3)[CH:3]=[CH:4][C:5]2=[N:10][CH:9]=1)#[N:12]. The yield is 0.460. (4) The product is [F:12][C:13]1[CH:18]=[CH:17][C:16]([C:2]2[C:10]3[C:5](=[N:6][CH:7]=[N:8][C:9]=3[NH2:11])[NH:4][N:3]=2)=[CH:15][C:14]=1[O:22][CH3:23]. The yield is 0.480. The catalyst is CN(C=O)C.C(O)C.O. The reactants are I[C:2]1[C:10]2[C:5](=[N:6][CH:7]=[N:8][C:9]=2[NH2:11])[NH:4][N:3]=1.[F:12][C:13]1[CH:18]=[CH:17][C:16](B(O)O)=[CH:15][C:14]=1[O:22][CH3:23].C(=O)([O-])[O-].[Na+].[Na+].ClCCl. (5) The product is [CH3:21][O:23][C:2]1[C:11]2[C:10]([CH3:13])([CH3:12])[CH2:9][CH2:8][C:7]([CH3:15])([CH3:14])[C:6]=2[CH:5]=[C:4]([CH3:16])[C:3]=1[OH:17]. The yield is 0.896. The reactants are Br[C:2]1[C:11]2[C:10]([CH3:13])([CH3:12])[CH2:9][CH2:8][C:7]([CH3:15])([CH3:14])[C:6]=2[CH:5]=[C:4]([CH3:16])[C:3]=1[OH:17].C[O-].[Na+].[C:21](OCC)(=[O:23])C.O. The catalyst is CO. (6) The reactants are [F:1][C:2]1[CH:3]=[CH:4][C:5]([N+:9]([O-:11])=[O:10])=[C:6]([OH:8])[CH:7]=1.C([O-])([O-])=O.[K+].[K+].[CH2:18](I)[CH:19]([CH3:21])[CH3:20]. The catalyst is CC(=O)CC. The product is [F:1][C:2]1[CH:3]=[CH:4][C:5]([N+:9]([O-:11])=[O:10])=[C:6]([O:8][CH2:18][CH:19]([CH3:21])[CH3:20])[CH:7]=1. The yield is 0.130. (7) The reactants are [CH3:1][O:2][C:3](=[O:12])[C:4]1[CH:9]=[CH:8][C:7]([Br:10])=[CH:6][C:5]=1[CH3:11].[Br:13]N1C(=O)CCC1=O. The catalyst is C(#N)C.S(=O)(O)[O-].[Na+].CCOCC.CC(N=NC(C#N)(C)C)(C#N)C. The product is [CH3:1][O:2][C:3](=[O:12])[C:4]1[CH:9]=[CH:8][C:7]([Br:10])=[CH:6][C:5]=1[CH2:11][Br:13]. The yield is 0.660. (8) The reactants are [C:1]([O:5][C:6]([N:8]1[CH2:13][CH2:12][N:11]([C:14]2[C:15](=[O:33])[N:16]([CH2:29][CH:30]([CH3:32])[CH3:31])[N:17]=[C:18]([C:21]3[CH:26]=[CH:25][C:24](C)=[C:23](F)[CH:22]=3)[C:19]=2[CH3:20])[CH2:10][CH2:9]1)=[O:7])([CH3:4])([CH3:3])[CH3:2].C(N1C(=O)C(OS(C)(=O)=O)=CC(C2C=CC=CC=2)=N1)C(C)C.N1(C(OC(C)(C)C)=O)CCNCC1. The catalyst is CN(C)C=O. The product is [C:1]([O:5][C:6]([N:8]1[CH2:13][CH2:12][N:11]([C:14]2[C:15](=[O:33])[N:16]([CH2:29][CH:30]([CH3:31])[CH3:32])[N:17]=[C:18]([C:21]3[CH:22]=[CH:23][CH:24]=[CH:25][CH:26]=3)[C:19]=2[CH3:20])[CH2:10][CH2:9]1)=[O:7])([CH3:4])([CH3:3])[CH3:2]. The yield is 0.835. (9) The reactants are [Cl:1][C:2]1[C:3]([C:16]2[C:21]([F:22])=[CH:20][N:19]=[C:18](F)[CH:17]=2)=[N:4][C:5]([NH:8][CH2:9][CH:10]2[CH2:15][CH2:14][O:13][CH2:12][CH2:11]2)=[CH:6][CH:7]=1.[C@H:24]1([NH2:31])[CH2:29][CH2:28][C@H:27]([NH2:30])[CH2:26][CH2:25]1. The catalyst is CS(C)=O. The product is [NH2:30][C@H:27]1[CH2:28][CH2:29][C@H:24]([NH:31][C:18]2[CH:17]=[C:16]([C:3]3[C:2]([Cl:1])=[CH:7][CH:6]=[C:5]([NH:8][CH2:9][CH:10]4[CH2:15][CH2:14][O:13][CH2:12][CH2:11]4)[N:4]=3)[C:21]([F:22])=[CH:20][N:19]=2)[CH2:25][CH2:26]1. The yield is 0.300.